Predict the product of the given reaction. From a dataset of Forward reaction prediction with 1.9M reactions from USPTO patents (1976-2016). Given the reactants [Cl:1][C:2]1[CH:3]=[C:4]([C:9]2[N:13]([C:14]3[CH:19]=[CH:18][C:17]([O:20][CH3:21])=[CH:16][CH:15]=3)[N:12]=[C:11]([CH:22]=[C:23]([C:27]3[CH:28]=[C:29]([CH3:33])[CH:30]=[CH:31][CH:32]=3)[C:24]([OH:26])=[O:25])[CH:10]=2)[CH:5]=[CH:6][C:7]=1[Cl:8].C(OC(=O)C(C1C=C(C)C=CC=1)=CC1C=C(C2C=CC(Cl)=C(Cl)C=2)N(C2C=CC(OC)=CC=2)N=1)C.[Li+].[OH-], predict the reaction product. The product is: [Cl:1][C:2]1[CH:3]=[C:4]([C:9]2[N:13]([C:14]3[CH:15]=[CH:16][C:17]([O:20][CH3:21])=[CH:18][CH:19]=3)[N:12]=[C:11](/[CH:22]=[C:23](\[C:27]3[CH:28]=[C:29]([CH3:33])[CH:30]=[CH:31][CH:32]=3)/[C:24]([OH:26])=[O:25])[CH:10]=2)[CH:5]=[CH:6][C:7]=1[Cl:8].